This data is from NCI-60 drug combinations with 297,098 pairs across 59 cell lines. The task is: Regression. Given two drug SMILES strings and cell line genomic features, predict the synergy score measuring deviation from expected non-interaction effect. Drug 1: C1C(C(OC1N2C=NC(=NC2=O)N)CO)O. Drug 2: CC1C(C(CC(O1)OC2CC(CC3=C2C(=C4C(=C3O)C(=O)C5=CC=CC=C5C4=O)O)(C(=O)C)O)N)O. Cell line: U251. Synergy scores: CSS=42.2, Synergy_ZIP=-1.33, Synergy_Bliss=-1.35, Synergy_Loewe=-1.80, Synergy_HSA=1.49.